From a dataset of Full USPTO retrosynthesis dataset with 1.9M reactions from patents (1976-2016). Predict the reactants needed to synthesize the given product. (1) Given the product [CH3:30][C:26]1([CH3:31])[CH2:25][CH2:24][C:23]([CH3:32])([CH3:33])[C:22]2[CH:21]=[C:20]([C:18]([NH:17][C:14]3[CH:15]=[CH:16][C:11]([C:5]([F:7])([F:6])[C:4]([O:3][CH2:1][CH3:2])=[O:9])=[CH:12][CH:13]=3)=[O:19])[CH:29]=[CH:28][C:27]1=2, predict the reactants needed to synthesize it. The reactants are: [CH2:1]([O:3][C:4](=[O:9])[C:5](Br)([F:7])[F:6])[CH3:2].I[C:11]1[CH:16]=[CH:15][C:14]([NH:17][C:18]([C:20]2[CH:29]=[CH:28][C:27]3[C:26]([CH3:31])([CH3:30])[CH2:25][CH2:24][C:23]([CH3:33])([CH3:32])[C:22]=3[CH:21]=2)=[O:19])=[CH:13][CH:12]=1. (2) Given the product [NH2:12][C:11]1[C:7]([C:2]2[CH:3]=[CH:4][CH:5]=[CH:6][N:1]=2)=[C:8]2[NH:13][C:23]([C:15]3[O:14][C:18]4[CH:19]=[CH:20][CH:21]=[CH:22][C:17]=4[CH:16]=3)=[CH:24][C:25](=[O:26])[N:9]2[N:10]=1, predict the reactants needed to synthesize it. The reactants are: [N:1]1[CH:6]=[CH:5][CH:4]=[CH:3][C:2]=1[C:7]1[C:8]([NH2:13])=[N:9][NH:10][C:11]=1[NH2:12].[O:14]1[C:18]2[CH:19]=[CH:20][CH:21]=[CH:22][C:17]=2[CH:16]=[C:15]1[C:23](=O)[CH2:24][C:25](OCC)=[O:26].CC1C=CC(S(O)(=O)=O)=CC=1. (3) Given the product [CH2:11]([O:10][C:8]([C:6]1[CH:5]=[C:4]([CH3:13])[CH:3]=[C:2]([CH:3]=[C:4]([CH3:13])[CH3:5])[N:7]=1)=[O:9])[CH3:12], predict the reactants needed to synthesize it. The reactants are: Cl[C:2]1[N:7]=[C:6]([C:8]([O:10][CH2:11][CH3:12])=[O:9])[CH:5]=[C:4]([CH3:13])[CH:3]=1. (4) The reactants are: S(=O)(=O)(O)O.O.[OH:7][C:8]1[CH:16]=[CH:15][C:11]([C:12]([OH:14])=[O:13])=[CH:10][C:9]=1[CH2:17][N:18]1[CH2:23][CH2:22][O:21][CH2:20][CH2:19]1.[C:24](=O)([O-])[O-].[Na+].[Na+].C(OCC)(=O)C. Given the product [OH:7][C:8]1[CH:16]=[CH:15][C:11]([C:12]([O:14][CH3:24])=[O:13])=[CH:10][C:9]=1[CH2:17][N:18]1[CH2:19][CH2:20][O:21][CH2:22][CH2:23]1, predict the reactants needed to synthesize it.